Dataset: Full USPTO retrosynthesis dataset with 1.9M reactions from patents (1976-2016). Task: Predict the reactants needed to synthesize the given product. Given the product [F:39][C:13]1[C:12]([CH2:11][CH2:10][C:5]23[CH2:8][CH2:9][C:2]([NH:1][CH2:51][C:49]4[CH:48]=[CH:47][C:44]5[O:45][CH2:46][C:41](=[O:40])[NH:42][C:43]=5[N:50]=4)([CH2:7][CH2:6]2)[CH2:3][O:4]3)=[C:21]2[C:16]([CH:17]=[CH:18][C:19]([O:22][CH2:23][C@H:24]3[C@@H:27]([NH:28][C:29](=[O:38])[O:30][CH2:31][C:32]4[CH:33]=[CH:34][CH:35]=[CH:36][CH:37]=4)[CH2:26][O:25]3)=[N:20]2)=[N:15][CH:14]=1, predict the reactants needed to synthesize it. The reactants are: [NH2:1][C:2]12[CH2:9][CH2:8][C:5]([CH2:10][CH2:11][C:12]3[C:13]([F:39])=[CH:14][N:15]=[C:16]4[C:21]=3[N:20]=[C:19]([O:22][CH2:23][C@H:24]3[C@@H:27]([NH:28][C:29](=[O:38])[O:30][CH2:31][C:32]5[CH:37]=[CH:36][CH:35]=[CH:34][CH:33]=5)[CH2:26][O:25]3)[CH:18]=[CH:17]4)([CH2:6][CH2:7]1)[O:4][CH2:3]2.[O:40]=[C:41]1[CH2:46][O:45][C:44]2[CH:47]=[CH:48][C:49]([CH:51]=O)=[N:50][C:43]=2[NH:42]1.